Dataset: Forward reaction prediction with 1.9M reactions from USPTO patents (1976-2016). Task: Predict the product of the given reaction. (1) Given the reactants [Br:1][C:2]1[CH:3]=[CH:4][C:5]([NH:11][S:12]([C:15]2[CH:20]=[CH:19][C:18]([Cl:21])=[CH:17][CH:16]=2)(=[O:14])=[O:13])=[C:6]([CH:10]=1)[C:7](Cl)=[O:8].[F:22][C:23]([F:34])([F:33])[O:24][C:25]1[CH:32]=[CH:31][CH:30]=[CH:29][C:26]=1[CH2:27][NH2:28], predict the reaction product. The product is: [Br:1][C:2]1[CH:3]=[CH:4][C:5]([NH:11][S:12]([C:15]2[CH:20]=[CH:19][C:18]([Cl:21])=[CH:17][CH:16]=2)(=[O:14])=[O:13])=[C:6]([CH:10]=1)[C:7]([NH:28][CH2:27][C:26]1[CH:29]=[CH:30][CH:31]=[CH:32][C:25]=1[O:24][C:23]([F:22])([F:33])[F:34])=[O:8]. (2) Given the reactants [CH3:1][O:2][CH2:3][CH:4]([N:7]1[C:15]2[CH:14]=[CH:13][NH:12][C:11](=[O:16])[C:10]=2[C:9]([C:17]2[CH:24]=[CH:23][C:20]([C:21]#[N:22])=[CH:19][CH:18]=2)=[CH:8]1)[CH2:5][CH3:6].C(=O)([O-])[O-:26].[K+].[K+].OO, predict the reaction product. The product is: [CH3:1][O:2][CH2:3][CH:4]([N:7]1[C:15]2[CH:14]=[CH:13][NH:12][C:11](=[O:16])[C:10]=2[C:9]([C:17]2[CH:18]=[CH:19][C:20]([C:21]([NH2:22])=[O:26])=[CH:23][CH:24]=2)=[CH:8]1)[CH2:5][CH3:6]. (3) Given the reactants [CH2:1]([OH:8])[C:2]1[CH:7]=[CH:6][CH:5]=[CH:4][CH:3]=1.Cl[S:10]([N:13]=[C:14]=[O:15])(=[O:12])=[O:11].[CH2:16]([NH2:21])[CH2:17][CH2:18][CH2:19][CH3:20].Cl, predict the reaction product. The product is: [CH2:16]([NH:21][S:10]([NH:13][C:14](=[O:15])[O:8][CH2:1][C:2]1[CH:7]=[CH:6][CH:5]=[CH:4][CH:3]=1)(=[O:12])=[O:11])[CH2:17][CH2:18][CH2:19][CH3:20]. (4) The product is: [Cl:1][C:2]1[CH:3]=[CH:4][C:5]([OH:11])=[C:6]([CH:10]=1)[C:7]([NH:17][C:16]1[CH:18]=[CH:19][C:13]([CH3:12])=[C:14]([C:20]([F:21])([F:22])[F:23])[CH:15]=1)=[O:9]. Given the reactants [Cl:1][C:2]1[CH:10]=[C:6]([C:7]([OH:9])=O)[C:5]([OH:11])=[CH:4][CH:3]=1.[CH3:12][C:13]1[CH:19]=[CH:18][C:16]([NH2:17])=[CH:15][C:14]=1[C:20]([F:23])([F:22])[F:21], predict the reaction product. (5) Given the reactants [Cl:1][C:2]1[CH:15]=[CH:14][C:5]([CH2:6][N:7]2[CH2:12][CH2:11][CH:10]([NH2:13])[CH2:9][CH2:8]2)=[CH:4][CH:3]=1.[F:16][C:17]1[CH:22]=[CH:21][C:20]([CH2:23][OH:24])=[C:19]([O:25][CH2:26][C@:27]2([CH3:30])[CH2:29][O:28]2)[CH:18]=1.[C:31](=O)([O:37]C(C)(C)C)[O:32][C:33]([CH3:36])([CH3:35])[CH3:34], predict the reaction product. The product is: [Cl:1][C:2]1[CH:3]=[CH:4][C:5]([CH2:6][N:7]2[CH2:8][CH2:9][CH:10]([N:13]([CH2:29][C@@:27]([OH:28])([CH3:30])[CH2:26][O:25][C:19]3[CH:18]=[C:17]([F:16])[CH:22]=[CH:21][C:20]=3[CH2:23][OH:24])[C:31](=[O:37])[O:32][C:33]([CH3:36])([CH3:35])[CH3:34])[CH2:11][CH2:12]2)=[CH:14][CH:15]=1. (6) Given the reactants [Cl:1][C:2]1[C:11]2[C:10](O)=[N:9][C:8]([C:13]3[CH:18]=[CH:17][N:16]=[C:15]([Cl:19])[CH:14]=3)=[N:7][C:6]=2[CH:5]=[N:4][CH:3]=1.C(N(CC)CC)C.C(C1C=C(C(C)C)C=C(C(C)C)C=1S(Cl)(=O)=O)(C)C.[C:46]([N:53]1[CH2:58][CH2:57][NH:56][CH2:55][CH2:54]1)([O:48][C:49]([CH3:52])([CH3:51])[CH3:50])=[O:47], predict the reaction product. The product is: [C:49]([O:48][C:46]([N:53]1[CH2:58][CH2:57][N:56]([C:10]2[C:11]3[C:2]([Cl:1])=[CH:3][N:4]=[CH:5][C:6]=3[N:7]=[C:8]([C:13]3[CH:18]=[CH:17][N:16]=[C:15]([Cl:19])[CH:14]=3)[N:9]=2)[CH2:55][CH2:54]1)=[O:47])([CH3:52])([CH3:50])[CH3:51].